This data is from Full USPTO retrosynthesis dataset with 1.9M reactions from patents (1976-2016). The task is: Predict the reactants needed to synthesize the given product. Given the product [Cl:2][C:3]1[CH:13]=[CH:12][C:6]2[CH2:7][CH2:8][NH:9][CH2:10][CH2:11][C:5]=2[C:4]=1[CH2:14][S:15][C:16]1[NH:20][CH:19]=[CH:18][N:17]=1, predict the reactants needed to synthesize it. The reactants are: Cl.[Cl:2][C:3]1[CH:13]=[CH:12][C:6]2[CH2:7][CH2:8][NH:9][CH2:10][CH2:11][C:5]=2[C:4]=1[CH2:14][S:15][C:16]1[NH:17][CH:18]=[CH:19][N:20]=1.C([O-])([O-])=O.[Na+].[Na+].C(Cl)Cl.